Dataset: Forward reaction prediction with 1.9M reactions from USPTO patents (1976-2016). Task: Predict the product of the given reaction. (1) Given the reactants [N:1](C(OCC)=O)=NC(OCC)=O.N1C=CC([N:19]2[CH2:24][CH2:23][CH:22](O)[CH2:21][CH2:20]2)=CC=1.Cl[C:27]1C=[CH:31][C:30](S([C:29]2[CH:30]=[CH:31]C(O)=[CH:27][CH:28]=2)(=O)=O)=[CH:29][CH:28]=1.C1(P(C2C=CC=CC=2)C2C=CC=CC=2)C=CC=CC=1, predict the reaction product. The product is: [N:1]1[CH:31]=[CH:30][CH:29]=[CH:28][C:27]=1[CH:22]1[CH2:21][CH2:20][NH:19][CH2:24][CH2:23]1. (2) Given the reactants [CH2:1]([C:7]1[CH:13]=[CH:12][C:10]([NH2:11])=[CH:9][CH:8]=1)[CH2:2][CH2:3][CH2:4][CH2:5][CH3:6].C([O-])(=O)C.[NH4+].C(#N)C.[Br:22]N1C(=O)CCC1=O, predict the reaction product. The product is: [Br:22][C:12]1[CH:13]=[C:7]([CH2:1][CH2:2][CH2:3][CH2:4][CH2:5][CH3:6])[CH:8]=[CH:9][C:10]=1[NH2:11]. (3) The product is: [CH:1]1([C:7]2[C:15]3[C:10](=[CH:11][C:12]([C:16]([O:18][CH3:19])=[O:17])=[CH:13][CH:14]=3)[NH:9][C:8]=2[C:20]2[CH:25]=[CH:24][CH:23]=[CH:22][C:21]=2[S:26][CH2:27][CH2:28][O:29][S:38]([CH3:37])(=[O:40])=[O:39])[CH2:6][CH2:5][CH2:4][CH2:3][CH2:2]1. Given the reactants [CH:1]1([C:7]2[C:15]3[C:10](=[CH:11][C:12]([C:16]([O:18][CH3:19])=[O:17])=[CH:13][CH:14]=3)[NH:9][C:8]=2[C:20]2[CH:25]=[CH:24][CH:23]=[CH:22][C:21]=2[S:26][CH2:27][CH2:28][OH:29])[CH2:6][CH2:5][CH2:4][CH2:3][CH2:2]1.C(N(CC)CC)C.[CH3:37][S:38](Cl)(=[O:40])=[O:39].O, predict the reaction product. (4) Given the reactants Cl.[NH2:2][CH:3]1[CH2:8][CH2:7][N:6]([CH2:9][CH2:10][C:11]2[CH:12]=[CH:13][CH:14]=[C:15]3[C:20]=2[O:19][C:18](=[O:21])[CH:17]=[CH:16]3)[CH2:5][CH2:4]1.CCN(CC)CC.[O:29]=[C:30]1[CH2:35][S:34][C:33]2[CH:36]=[CH:37][C:38]([CH:40]=O)=[N:39][C:32]=2[NH:31]1.[BH4-].[Na+], predict the reaction product. The product is: [O:21]=[C:18]1[CH:17]=[CH:16][C:15]2[C:20](=[C:11]([CH2:10][CH2:9][N:6]3[CH2:7][CH2:8][CH:3]([NH:2][CH2:40][C:38]4[CH:37]=[CH:36][C:33]5[S:34][CH2:35][C:30](=[O:29])[NH:31][C:32]=5[N:39]=4)[CH2:4][CH2:5]3)[CH:12]=[CH:13][CH:14]=2)[O:19]1. (5) Given the reactants [CH3:1][O:2][CH2:3][C:4](=[O:10])[CH2:5][C:6]([O:8][CH3:9])=[O:7].C1(C)C=CC(S([N:20]=[N+:21]=[N-])(=O)=O)=CC=1.C(NCC)C, predict the reaction product. The product is: [N+:20](=[C:5]([C:4](=[O:10])[CH2:3][O:2][CH3:1])[C:6]([O:8][CH3:9])=[O:7])=[N-:21]. (6) Given the reactants Br[C:2]1[CH:3]=[CH:4][C:5]([O:15][CH3:16])=[C:6]2[C:11]=1[O:10][CH2:9][C@H:8]([N:12]([CH3:14])[CH3:13])[CH2:7]2.[C:17]1([C:23]([C:25]2[CH:30]=[CH:29][CH:28]=[CH:27][CH:26]=2)=[NH:24])[CH:22]=[CH:21][CH:20]=[CH:19][CH:18]=1.CC(C)([O-])C.[Na+].C1C=CC(P(C2C(OC3C(P(C4C=CC=CC=4)C4C=CC=CC=4)=CC=CC=3)=CC=CC=2)C2C=CC=CC=2)=CC=1, predict the reaction product. The product is: [C:25]1([C:23]([C:17]2[CH:18]=[CH:19][CH:20]=[CH:21][CH:22]=2)=[N:24][C:2]2[CH:3]=[CH:4][C:5]([O:15][CH3:16])=[C:6]3[C:11]=2[O:10][CH2:9][C@H:8]([N:12]([CH3:14])[CH3:13])[CH2:7]3)[CH:26]=[CH:27][CH:28]=[CH:29][CH:30]=1. (7) Given the reactants Br[C:2]1[CH:7]=[CH:6][C:5]([Cl:8])=[CH:4][C:3]=1[F:9].[C:10]([C:13]1[CH:18]=[CH:17][C:16](OB(O)O)=[CH:15][CH:14]=1)([OH:12])=[O:11], predict the reaction product. The product is: [F:9][C:3]1[CH:4]=[C:5]([Cl:8])[CH:6]=[CH:7][C:2]=1[C:16]1[CH:17]=[CH:18][C:13]([C:10]([OH:12])=[O:11])=[CH:14][CH:15]=1.